Dataset: Full USPTO retrosynthesis dataset with 1.9M reactions from patents (1976-2016). Task: Predict the reactants needed to synthesize the given product. (1) Given the product [C:14]1([C:37]2[CH:42]=[CH:41][CH:40]=[CH:39][CH:38]=2)[CH:15]=[CH:16][C:17]([CH2:20][CH2:21][N:23]2[CH2:32][CH2:31][C:30]3[C:25](=[CH:26][C:27]([O:35][CH3:36])=[C:28]([O:33][CH3:34])[CH:29]=3)[CH2:24]2)=[CH:18][CH:19]=1, predict the reactants needed to synthesize it. The reactants are: B(F)(F)F.CCOCC.[H]1[BH2][H][BH2]1.[C:14]1([C:37]2[CH:42]=[CH:41][CH:40]=[CH:39][CH:38]=2)[CH:19]=[CH:18][C:17]([CH2:20][C:21]([N:23]2[CH2:32][CH2:31][C:30]3[C:25](=[CH:26][C:27]([O:35][CH3:36])=[C:28]([O:33][CH3:34])[CH:29]=3)[CH2:24]2)=O)=[CH:16][CH:15]=1. (2) Given the product [C:17]1([S:14]([N:10]2[C:11]3[C:7](=[CH:6][C:5]([C:3]([OH:4])=[O:2])=[CH:13][CH:12]=3)[CH:8]=[C:9]2[C:23]2[C:24]([F:30])=[CH:25][CH:26]=[CH:27][C:28]=2[F:29])(=[O:15])=[O:16])[CH:22]=[CH:21][CH:20]=[CH:19][CH:18]=1, predict the reactants needed to synthesize it. The reactants are: C[O:2][C:3]([C:5]1[CH:6]=[C:7]2[C:11](=[CH:12][CH:13]=1)[N:10]([S:14]([C:17]1[CH:22]=[CH:21][CH:20]=[CH:19][CH:18]=1)(=[O:16])=[O:15])[C:9]([C:23]1[C:28]([F:29])=[CH:27][CH:26]=[CH:25][C:24]=1[F:30])=[CH:8]2)=[O:4].O[Li].O.O. (3) Given the product [CH2:1]([NH:3][C:4](=[O:24])[NH:5][C:6]1[N:11]=[CH:10][C:9]([C:26]2[CH:27]=[C:28]3[C:33](=[N:34][CH:35]=2)[N:32]([CH:36]2[CH2:41][CH2:40][CH2:39][N:38]([CH2:42][CH2:43][N:44]4[CH2:45][CH2:46][O:47][CH2:48][CH2:49]4)[CH2:37]2)[CH:31]=[C:30]([C:50]([OH:52])=[O:51])[C:29]3=[O:55])=[C:8]([C:15]2[S:16][CH:17]=[C:18]([C:20]([F:23])([F:22])[F:21])[N:19]=2)[CH:7]=1)[CH3:2], predict the reactants needed to synthesize it. The reactants are: [CH2:1]([NH:3][C:4](=[O:24])[NH:5][C:6]1[N:11]=[CH:10][C:9](B(O)O)=[C:8]([C:15]2[S:16][CH:17]=[C:18]([C:20]([F:23])([F:22])[F:21])[N:19]=2)[CH:7]=1)[CH3:2].Br[C:26]1[CH:27]=[C:28]2[C:33](=[N:34][CH:35]=1)[N:32]([C@H:36]1[CH2:41][CH2:40][CH2:39][N:38]([CH2:42][CH2:43][N:44]3[CH2:49][CH2:48][O:47][CH2:46][CH2:45]3)[CH2:37]1)[CH:31]=[C:30]([C:50]([O:52]CC)=[O:51])[C:29]2=[O:55].C([O-])([O-])=O.[Cs+].[Cs+].[Li+].[OH-]. (4) The reactants are: [S:1]1[CH:5]=[CH:4][C:3]2[CH:6]=[C:7]([CH:10]3[C:19]4[C:14](=[CH:15][CH:16]=[CH:17][CH:18]=4)[CH2:13][NH:12][CH2:11]3)[CH:8]=[CH:9][C:2]1=2.Cl[CH2:21][C:22]#[N:23].[C:24](=[O:27])([O-:26])[O-].[Cs+].[Cs+].[C:30]([O:33]CC)(=[O:32])C. Given the product [C:30]([OH:33])(=[O:32])/[CH:21]=[CH:22]/[C:24]([OH:26])=[O:27].[S:1]1[CH:5]=[CH:4][C:3]2[CH:6]=[C:7]([CH:10]3[C:19]4[C:14](=[CH:15][CH:16]=[CH:17][CH:18]=4)[CH2:13][N:12]([CH2:21][C:22]#[N:23])[CH2:11]3)[CH:8]=[CH:9][C:2]1=2, predict the reactants needed to synthesize it. (5) Given the product [Cl:1][C:2]1[CH:3]=[CH:4][C:5]([S:8][CH:9]2[CH2:14][CH2:13][N:12]([C:15]([O:17][CH2:18][C:19]3[CH:20]=[CH:21][CH:22]=[CH:23][CH:24]=3)=[O:16])[CH2:11][CH:10]2[O:25][CH2:27][C:28]2[CH:37]=[CH:36][C:35]3[C:30](=[CH:31][CH:32]=[CH:33][CH:34]=3)[CH:29]=2)=[CH:6][CH:7]=1, predict the reactants needed to synthesize it. The reactants are: [Cl:1][C:2]1[CH:7]=[CH:6][C:5]([S:8][CH:9]2[CH2:14][CH2:13][N:12]([C:15]([O:17][CH2:18][C:19]3[CH:24]=[CH:23][CH:22]=[CH:21][CH:20]=3)=[O:16])[CH2:11][CH:10]2[OH:25])=[CH:4][CH:3]=1.Br[CH2:27][C:28]1[CH:37]=[CH:36][C:35]2[C:30](=[CH:31][CH:32]=[CH:33][CH:34]=2)[CH:29]=1. (6) Given the product [C:3]([C@H:6]1[C@@H:10]2[C@@H:11]3[C@@:24]([CH3:27])([CH2:25][CH2:26][C@@:9]2([NH:42][CH2:43][CH2:44][N:45]2[CH2:46][CH2:47][S:48](=[O:52])(=[O:51])[CH2:49][CH2:50]2)[CH2:8][CH2:7]1)[C@@:23]1([CH3:28])[C@@H:14]([C@:15]2([CH3:41])[C@@H:20]([CH2:21][CH2:22]1)[C:19]([CH3:29])([CH3:30])[C:18]([C:31]1[CH:40]=[CH:39][C:34]([C:35]([O:37][CH3:38])=[O:36])=[CH:33][CH:32]=1)=[CH:17][CH2:16]2)[CH2:13][CH2:12]3)(=[O:5])[CH3:2], predict the reactants needed to synthesize it. The reactants are: O[CH2:2][C:3]([C@H:6]1[C@@H:10]2[C@@H:11]3[C@@:24]([CH3:27])([CH2:25][CH2:26][C@@:9]2([NH:42][CH2:43][CH2:44][N:45]2[CH2:50][CH2:49][S:48](=[O:52])(=[O:51])[CH2:47][CH2:46]2)[CH2:8][CH2:7]1)[C@@:23]1([CH3:28])[C@@H:14]([C@:15]2([CH3:41])[C@@H:20]([CH2:21][CH2:22]1)[C:19]([CH3:30])([CH3:29])[C:18]([C:31]1[CH:40]=[CH:39][C:34]([C:35]([O:37][CH3:38])=[O:36])=[CH:33][CH:32]=1)=[CH:17][CH2:16]2)[CH2:13][CH2:12]3)([OH:5])C.I([O-])(=O)(=O)=O.[Na+].CO. (7) Given the product [C:9]([NH:3][CH2:4][CH2:5][NH2:6])(=[O:13])[C:10]([CH3:12])=[CH2:11], predict the reactants needed to synthesize it. The reactants are: Cl.C[NH:3][CH2:4][CH2:5][NH2:6].[OH-].[Na+].[C:9](Cl)(=[O:13])[C:10]([CH3:12])=[CH2:11].